This data is from Peptide-MHC class I binding affinity with 185,985 pairs from IEDB/IMGT. The task is: Regression. Given a peptide amino acid sequence and an MHC pseudo amino acid sequence, predict their binding affinity value. This is MHC class I binding data. (1) The peptide sequence is NGQFIHFYR. The MHC is HLA-A33:01 with pseudo-sequence HLA-A33:01. The binding affinity (normalized) is 0. (2) The peptide sequence is AELIDSFTW. The MHC is HLA-A02:11 with pseudo-sequence HLA-A02:11. The binding affinity (normalized) is 0.0847. (3) The peptide sequence is KLWTSISCA. The MHC is HLA-B18:01 with pseudo-sequence HLA-B18:01. The binding affinity (normalized) is 0.0847. (4) The peptide sequence is LTWLFSNCRTL. The MHC is Mamu-A02 with pseudo-sequence Mamu-A02. The binding affinity (normalized) is 0.805.